The task is: Predict the reactants needed to synthesize the given product.. This data is from Full USPTO retrosynthesis dataset with 1.9M reactions from patents (1976-2016). (1) Given the product [CH3:18][C:13]1[CH:12]=[C:11]([CH:2]2[CH2:3][CH2:4][C:5]3[C:10](=[CH:9][CH:8]=[CH:7][CH:6]=3)[CH2:1]2)[N:16]=[C:15]([NH2:17])[CH:14]=1, predict the reactants needed to synthesize it. The reactants are: [CH:1]1[C:10]2[C:5](=[CH:6][CH:7]=[CH:8][CH:9]=2)[CH2:4][CH2:3][C:2]=1[C:11]1[N:16]=[C:15]([NH2:17])[CH:14]=[C:13]([CH3:18])[CH:12]=1. (2) Given the product [CH3:32][NH:31][C:26]1[N:25]=[CH:24][C:23]2[C:28](=[CH:29][CH:30]=[C:21]([C:16]3[CH:15]=[C:14]([C:13]4[O:33][C:2]5[CH:7]=[CH:6][C:5]([C:8]([F:9])([F:11])[F:10])=[CH:4][C:3]=5[N:12]=4)[CH:19]=[CH:18][C:17]=3[CH3:20])[CH:22]=2)[N:27]=1, predict the reactants needed to synthesize it. The reactants are: F[C:2]1[CH:7]=[CH:6][C:5]([C:8]([F:11])([F:10])[F:9])=[CH:4][C:3]=1[NH:12][C:13](=[O:33])[C:14]1[CH:19]=[CH:18][C:17]([CH3:20])=[C:16]([C:21]2[CH:22]=[C:23]3[C:28](=[CH:29][CH:30]=2)[N:27]=[C:26]([NH:31][CH3:32])[N:25]=[CH:24]3)[CH:15]=1.[H-].[Na+]. (3) Given the product [CH3:17][O:18][C:19](=[O:31])[CH:20]=[CH:21][C:22]1[CH:27]=[CH:26][C:25]([O:13][C:12](=[O:14])[C:11]2[CH:15]=[CH:16][C:8]([O:7][CH:2]3[CH2:3][CH2:4][CH2:5][CH2:6][O:1]3)=[CH:9][CH:10]=2)=[C:24]([O:29][CH3:30])[CH:23]=1, predict the reactants needed to synthesize it. The reactants are: [O:1]1[CH2:6][CH2:5][CH2:4][CH2:3][CH:2]1[O:7][C:8]1[CH:16]=[CH:15][C:11]([C:12]([OH:14])=[O:13])=[CH:10][CH:9]=1.[CH3:17][O:18][C:19](=[O:31])[CH:20]=[CH:21][C:22]1[CH:27]=[CH:26][C:25](O)=[C:24]([O:29][CH3:30])[CH:23]=1.C(N=C=NC(C)C)(C)C. (4) Given the product [N:1]1[C:10]2[C:5](=[CH:6][CH:7]=[CH:8][CH:9]=2)[CH:4]=[CH:3][C:2]=1[NH:11][CH:12]1[CH2:17][CH2:16][CH2:15][CH:14]([NH:18][CH2:24][C:21]2[CH:22]=[CH:23][S:19][CH:20]=2)[CH2:13]1, predict the reactants needed to synthesize it. The reactants are: [N:1]1[C:10]2[C:5](=[CH:6][CH:7]=[CH:8][CH:9]=2)[CH:4]=[CH:3][C:2]=1[NH:11][CH:12]1[CH2:17][CH2:16][CH2:15][CH:14]([NH2:18])[CH2:13]1.[S:19]1[CH:23]=[CH:22][C:21]([CH:24]=O)=[CH:20]1. (5) Given the product [F:1][C:2]1[CH:7]=[CH:6][C:5]([N:8]2[C:12]3([CH2:13][CH2:14][N:15]([C:29]([O:31][C:32]([CH3:35])([CH3:34])[CH3:33])=[O:30])[CH2:16][CH2:17]3)[C:11](=[O:18])[NH:10][CH2:9]2)=[CH:4][CH:3]=1, predict the reactants needed to synthesize it. The reactants are: [F:1][C:2]1[CH:7]=[CH:6][C:5]([N:8]2[C:12]3([CH2:17][CH2:16][NH:15][CH2:14][CH2:13]3)[C:11](=[O:18])[NH:10][CH2:9]2)=[CH:4][CH:3]=1.C(N(C(C)C)CCN)(C)C.[C:29](O[C:29]([O:31][C:32]([CH3:35])([CH3:34])[CH3:33])=[O:30])([O:31][C:32]([CH3:35])([CH3:34])[CH3:33])=[O:30]. (6) Given the product [Si:31]([O:38][CH2:39][CH2:40][C:41]1[CH:42]=[C:43]([CH2:46][N:27]2[CH2:28][CH2:29][C:11]3([O:10][C:9]([F:8])([F:30])[CH2:14][N:13]([C:15]([C:17]4[N:18]=[C:19]([CH:22]([CH3:24])[CH3:23])[S:20][CH:21]=4)=[O:16])[CH2:12]3)[CH2:25][CH2:26]2)[S:44][CH:45]=1)([C:34]([CH3:35])([CH3:37])[CH3:36])([CH3:33])[CH3:32], predict the reactants needed to synthesize it. The reactants are: FC(F)(F)C(O)=O.[F:8][C:9]1([F:30])[CH2:14][N:13]([C:15]([C:17]2[N:18]=[C:19]([CH:22]([CH3:24])[CH3:23])[S:20][CH:21]=2)=[O:16])[CH2:12][C:11]2([CH2:29][CH2:28][NH:27][CH2:26][CH2:25]2)[O:10]1.[Si:31]([O:38][CH2:39][CH2:40][C:41]1[CH:42]=[C:43]([CH:46]=O)[S:44][CH:45]=1)([C:34]([CH3:37])([CH3:36])[CH3:35])([CH3:33])[CH3:32].[Si](OCCC1C=CSC=1C=O)(C(C)(C)C)(C)C.C(O[BH-](OC(=O)C)OC(=O)C)(=O)C.[Na+]. (7) Given the product [Cl:3][C:4]1[CH:14]=[CH:13][C:7]([O:8][CH2:9][C:10]([OH:12])=[O:11])=[C:6]([N:15]([C:16]2[CH:21]=[CH:20][C:19]([S:22]([CH3:25])(=[O:23])=[O:24])=[CH:18][C:17]=2[Cl:26])[CH3:27])[CH:5]=1, predict the reactants needed to synthesize it. The reactants are: [H-].[Na+].[Cl:3][C:4]1[CH:14]=[CH:13][C:7]([O:8][CH2:9][C:10]([OH:12])=[O:11])=[C:6]([NH:15][C:16]2[CH:21]=[CH:20][C:19]([S:22]([CH3:25])(=[O:24])=[O:23])=[CH:18][C:17]=2[Cl:26])[CH:5]=1.[CH3:27]I.[OH-].[Na+].Cl. (8) The reactants are: [CH3:1][C:2]1[C:6]2[CH:7]=[CH:8][C:9]([C:11]([F:14])([F:13])[F:12])=[CH:10][C:5]=2[S:4][C:3]=1[CH:15]([CH2:30][CH2:31][CH2:32][CH3:33])[CH2:16][CH2:17][S:18][C:19]1[S:20][CH:21]=[C:22]([CH2:24][C:25]([O:27]CC)=[O:26])[N:23]=1. Given the product [CH3:1][C:2]1[C:6]2[CH:7]=[CH:8][C:9]([C:11]([F:13])([F:14])[F:12])=[CH:10][C:5]=2[S:4][C:3]=1[CH:15]([CH2:30][CH2:31][CH2:32][CH3:33])[CH2:16][CH2:17][S:18][C:19]1[S:20][CH:21]=[C:22]([CH2:24][C:25]([OH:27])=[O:26])[N:23]=1, predict the reactants needed to synthesize it. (9) Given the product [F:6][C:5]([F:8])([F:7])[C:12]1[N:13]=[CH:14][C:15]([N:18]2[C:25]3[C@@H:24]4[CH2:26][C@@H:23]4[CH2:22][C:21]=3[C:20]([C:27]([OH:29])=[O:28])=[N:19]2)=[N:16][CH:17]=1, predict the reactants needed to synthesize it. The reactants are: [F-].[K+].C[Si](C)(C)[C:5]([F:8])([F:7])[F:6].Br[C:12]1[N:13]=[CH:14][C:15]([N:18]2[C:25]3[C@@H:24]4[CH2:26][C@@H:23]4[CH2:22][C:21]=3[C:20]([C:27]([OH:29])=[O:28])=[N:19]2)=[N:16][CH:17]=1.Cl. (10) The reactants are: C([O:8][C:9]1[CH:14]=[CH:13][C:12]([C:15]([CH3:22])=[CH:16][C:17]([O:19][CH2:20][CH3:21])=[O:18])=[CH:11][C:10]=1[O:23][CH3:24])C1C=CC=CC=1.Cl. Given the product [OH:8][C:9]1[CH:14]=[CH:13][C:12]([CH:15]([CH3:22])[CH2:16][C:17]([O:19][CH2:20][CH3:21])=[O:18])=[CH:11][C:10]=1[O:23][CH3:24], predict the reactants needed to synthesize it.